Dataset: Forward reaction prediction with 1.9M reactions from USPTO patents (1976-2016). Task: Predict the product of the given reaction. (1) Given the reactants [CH:1]1([C:6]2[C:14]3[C:9](=[CH:10][C:11]([C:15](O)=[O:16])=[CH:12][CH:13]=3)[N:8]([CH3:18])[C:7]=2C2C=CC=CN=2)[CH2:5][CH2:4][CH2:3][CH2:2]1.C[O:26][C:27](=[O:45])/[CH:28]=[CH:29]/[C:30]1[CH:44]=[CH:43][C:33]2[N:34]([CH3:42])[C:35]([C:37]3([NH2:41])[CH2:40][CH2:39][CH2:38]3)=[N:36][C:32]=2[CH:31]=1.CN(C(ON1N=N[C:56]2[CH:57]=[CH:58][CH:59]=[N:60][C:55]1=2)=[N+](C)C)C.F[P-](F)(F)(F)(F)F.CCN(CC)CC.[OH-].[Na+], predict the reaction product. The product is: [CH:1]1([C:6]2[C:14]3[C:9](=[CH:10][C:11]([C:15]([NH:41][C:37]4([C:35]5[N:34]([CH3:42])[C:33]6[CH:43]=[CH:44][C:30](/[CH:29]=[CH:28]/[C:27]([OH:26])=[O:45])=[CH:31][C:32]=6[N:36]=5)[CH2:40][CH2:39][CH2:38]4)=[O:16])=[CH:12][CH:13]=3)[N:8]([CH3:18])[C:7]=2[C:55]2[CH:56]=[CH:57][CH:58]=[CH:59][N:60]=2)[CH2:2][CH2:3][CH2:4][CH2:5]1. (2) Given the reactants [Br:1][C:2]1[CH:3]=[CH:4][C:5]([O:20][CH3:21])=[C:6]([S:8]([NH:11][C:12]2[CH:17]=[CH:16][C:15]([F:18])=[CH:14][C:13]=2[NH2:19])(=[O:10])=[O:9])[CH:7]=1.[Cl:22][C:23]1[CH:28]=[CH:27][C:26]([S:29](Cl)(=[O:31])=[O:30])=[CH:25][CH:24]=1, predict the reaction product. The product is: [Br:1][C:2]1[CH:3]=[CH:4][C:5]([O:20][CH3:21])=[C:6]([S:8]([NH:11][C:12]2[CH:17]=[CH:16][C:15]([F:18])=[CH:14][C:13]=2[NH:19][S:29]([C:26]2[CH:27]=[CH:28][C:23]([Cl:22])=[CH:24][CH:25]=2)(=[O:31])=[O:30])(=[O:10])=[O:9])[CH:7]=1. (3) Given the reactants [Br:1][C:2]1[C:8]([Cl:9])=[CH:7][CH:6]=[CH:5][C:3]=1[NH2:4].[N:10]([O-])=O.[Na+].[O:14]=[C:15]1[CH2:19][CH2:18][CH2:17][CH:16]1[C:20]([O:22][CH2:23][CH3:24])=[O:21].[OH2:25], predict the reaction product. The product is: [Br:1][C:2]1[C:8]([Cl:9])=[CH:7][CH:6]=[CH:5][C:3]=1[NH:4][N:10]=[C:16]([C:20]([O:22][CH2:23][CH3:24])=[O:21])[CH2:17][CH2:18][CH2:19][C:15]([OH:14])=[O:25]. (4) Given the reactants Cl.[CH3:2][O:3][C:4](=[O:14])[C@H:5]([CH2:7][C:8]1[CH:13]=[CH:12][CH:11]=[CH:10][CH:9]=1)[NH2:6].[C:15]([NH:18][C@H:19]([C:27](O)=[O:28])[CH2:20][C:21]1[CH:26]=[CH:25][CH:24]=[CH:23][CH:22]=1)(=[O:17])[CH3:16].CN1CCOCC1, predict the reaction product. The product is: [CH3:2][O:3][C:4](=[O:14])[C@H:5]([CH2:7][C:8]1[CH:13]=[CH:12][CH:11]=[CH:10][CH:9]=1)[NH:6][C:27](=[O:28])[C@H:19]([CH2:20][C:21]1[CH:22]=[CH:23][CH:24]=[CH:25][CH:26]=1)[NH:18][C:15](=[O:17])[CH3:16]. (5) Given the reactants [N+:1]([C:4]1[CH:11]=[CH:10][CH:9]=[CH:8][C:5]=1[CH:6]=O)([O-:3])=[O:2].[NH2:12][C:13]1[CH:18]=[CH:17][C:16]([CH2:19][CH2:20][C:21]([CH3:31])([S:27]([CH3:30])(=[O:29])=[O:28])[C:22]([O:24][CH2:25][CH3:26])=[O:23])=[CH:15][CH:14]=1, predict the reaction product. The product is: [CH3:31][C:21]([S:27]([CH3:30])(=[O:29])=[O:28])([CH2:20][CH2:19][C:16]1[CH:15]=[CH:14][C:13](/[N:12]=[CH:6]/[C:5]2[CH:8]=[CH:9][CH:10]=[CH:11][C:4]=2[N+:1]([O-:3])=[O:2])=[CH:18][CH:17]=1)[C:22]([O:24][CH2:25][CH3:26])=[O:23]. (6) The product is: [I:1][C:2]1[CH:7]=[CH:6][CH:5]=[CH:4][C:3]=1[O:8][CH2:18][CH2:17][O:16][CH3:15]. Given the reactants [I:1][C:2]1[CH:7]=[CH:6][CH:5]=[CH:4][C:3]=1[OH:8].C(=O)([O-])[O-].[K+].[K+].[CH3:15][O:16][CH2:17][CH2:18]Br, predict the reaction product. (7) Given the reactants [C-:1]#[N:2].[Na+].[Br:4][C:5]1[C:6]([CH3:12])=[N:7][C:8](F)=[CH:9][CH:10]=1.O, predict the reaction product. The product is: [Br:4][C:5]1[CH:10]=[CH:9][C:8]([C:1]#[N:2])=[N:7][C:6]=1[CH3:12]. (8) Given the reactants O[CH2:2][C:3]([C:5]1[CH:10]=[CH:9][CH:8]=[CH:7][CH:6]=1)=[O:4].O1[CH:15]=[CH:14][CH:13]=[C:12]1[CH:16]=O.O(C)[Na].[CH2:21]1COC[CH2:22]1, predict the reaction product. The product is: [C:12]1([CH:16]=[CH:2][C:3]([C:5]2[CH:10]=[CH:9][CH:8]=[CH:7][CH:6]=2)=[O:4])[CH:22]=[CH:21][CH:15]=[CH:14][CH:13]=1. (9) Given the reactants Br[C:2]1[CH:7]=[CH:6][CH:5]=[CH:4][C:3]=1[O:8][CH3:9].[Mg].[C:11]([P:15](Cl)[C:16]([CH3:19])([CH3:18])[CH3:17])([CH3:14])([CH3:13])[CH3:12].C1(C)C=CC=CC=1, predict the reaction product. The product is: [C:11]([P:15]([C:16]([CH3:19])([CH3:18])[CH3:17])[C:2]1[CH:7]=[CH:6][CH:5]=[CH:4][C:3]=1[O:8][CH3:9])([CH3:14])([CH3:13])[CH3:12].